Dataset: NCI-60 drug combinations with 297,098 pairs across 59 cell lines. Task: Regression. Given two drug SMILES strings and cell line genomic features, predict the synergy score measuring deviation from expected non-interaction effect. (1) Drug 1: C1CCN(CC1)CCOC2=CC=C(C=C2)C(=O)C3=C(SC4=C3C=CC(=C4)O)C5=CC=C(C=C5)O. Drug 2: C(CCl)NC(=O)N(CCCl)N=O. Cell line: KM12. Synergy scores: CSS=-5.25, Synergy_ZIP=5.14, Synergy_Bliss=6.13, Synergy_Loewe=-2.39, Synergy_HSA=-1.41. (2) Drug 1: C1=CC(=C2C(=C1NCCNCCO)C(=O)C3=C(C=CC(=C3C2=O)O)O)NCCNCCO. Drug 2: CC1=C(C=C(C=C1)C(=O)NC2=CC(=CC(=C2)C(F)(F)F)N3C=C(N=C3)C)NC4=NC=CC(=N4)C5=CN=CC=C5. Cell line: SK-MEL-5. Synergy scores: CSS=32.0, Synergy_ZIP=1.21, Synergy_Bliss=6.99, Synergy_Loewe=-5.00, Synergy_HSA=5.01. (3) Drug 1: CC1=C(C=C(C=C1)NC2=NC=CC(=N2)N(C)C3=CC4=NN(C(=C4C=C3)C)C)S(=O)(=O)N.Cl. Drug 2: CCCS(=O)(=O)NC1=C(C(=C(C=C1)F)C(=O)C2=CNC3=C2C=C(C=N3)C4=CC=C(C=C4)Cl)F. Cell line: UO-31. Synergy scores: CSS=14.5, Synergy_ZIP=-2.24, Synergy_Bliss=7.78, Synergy_Loewe=7.55, Synergy_HSA=9.11. (4) Drug 1: C1=CC(=CC=C1C#N)C(C2=CC=C(C=C2)C#N)N3C=NC=N3. Drug 2: CC1=C(C(CCC1)(C)C)C=CC(=CC=CC(=CC(=O)O)C)C. Cell line: U251. Synergy scores: CSS=-1.98, Synergy_ZIP=-1.09, Synergy_Bliss=-3.05, Synergy_Loewe=-9.52, Synergy_HSA=-6.70. (5) Drug 1: CC12CCC(CC1=CCC3C2CCC4(C3CC=C4C5=CN=CC=C5)C)O. Drug 2: CC(C1=C(C=CC(=C1Cl)F)Cl)OC2=C(N=CC(=C2)C3=CN(N=C3)C4CCNCC4)N. Cell line: TK-10. Synergy scores: CSS=-1.88, Synergy_ZIP=-0.796, Synergy_Bliss=-2.40, Synergy_Loewe=-3.96, Synergy_HSA=-3.54. (6) Drug 1: C1CCC(C1)C(CC#N)N2C=C(C=N2)C3=C4C=CNC4=NC=N3. Drug 2: CC1=C(C=C(C=C1)C(=O)NC2=CC(=CC(=C2)C(F)(F)F)N3C=C(N=C3)C)NC4=NC=CC(=N4)C5=CN=CC=C5. Cell line: SK-OV-3. Synergy scores: CSS=2.95, Synergy_ZIP=-0.334, Synergy_Bliss=2.34, Synergy_Loewe=1.11, Synergy_HSA=1.58. (7) Drug 1: CC1OCC2C(O1)C(C(C(O2)OC3C4COC(=O)C4C(C5=CC6=C(C=C35)OCO6)C7=CC(=C(C(=C7)OC)O)OC)O)O. Drug 2: C1CN1P(=S)(N2CC2)N3CC3. Cell line: CCRF-CEM. Synergy scores: CSS=58.5, Synergy_ZIP=-1.59, Synergy_Bliss=-2.06, Synergy_Loewe=-8.27, Synergy_HSA=-0.126. (8) Drug 1: CCCS(=O)(=O)NC1=C(C(=C(C=C1)F)C(=O)C2=CNC3=C2C=C(C=N3)C4=CC=C(C=C4)Cl)F. Drug 2: CC1=C(N=C(N=C1N)C(CC(=O)N)NCC(C(=O)N)N)C(=O)NC(C(C2=CN=CN2)OC3C(C(C(C(O3)CO)O)O)OC4C(C(C(C(O4)CO)O)OC(=O)N)O)C(=O)NC(C)C(C(C)C(=O)NC(C(C)O)C(=O)NCCC5=NC(=CS5)C6=NC(=CS6)C(=O)NCCC[S+](C)C)O. Cell line: LOX IMVI. Synergy scores: CSS=36.2, Synergy_ZIP=-5.26, Synergy_Bliss=-5.70, Synergy_Loewe=-1.69, Synergy_HSA=0.432. (9) Drug 1: CN1C2=C(C=C(C=C2)N(CCCl)CCCl)N=C1CCCC(=O)O.Cl. Drug 2: CC(C)CN1C=NC2=C1C3=CC=CC=C3N=C2N. Cell line: MDA-MB-231. Synergy scores: CSS=8.64, Synergy_ZIP=-1.37, Synergy_Bliss=1.66, Synergy_Loewe=2.98, Synergy_HSA=2.08.